From a dataset of Catalyst prediction with 721,799 reactions and 888 catalyst types from USPTO. Predict which catalyst facilitates the given reaction. (1) Reactant: [NH2:1][C:2]1[C:3]([C:19](O)=O)=[N:4][C:5]([N:8]2[CH2:13][CH2:12][N:11]([S:14]([CH2:17][CH3:18])(=[O:16])=[O:15])[CH2:10][CH2:9]2)=[CH:6][N:7]=1.[CH3:22][NH:23][C:24]1[C:25]([NH2:30])=[CH:26][CH:27]=[CH:28][CH:29]=1.C(OP(C#N)(OCC)=O)C.C(N(CC)CC)C. Product: [CH2:17]([S:14]([N:11]1[CH2:12][CH2:13][N:8]([C:5]2[N:4]=[C:3]([C:19]3[N:23]([CH3:22])[C:24]4[CH:29]=[CH:28][CH:27]=[CH:26][C:25]=4[N:30]=3)[C:2]([NH2:1])=[N:7][CH:6]=2)[CH2:9][CH2:10]1)(=[O:16])=[O:15])[CH3:18]. The catalyst class is: 57. (2) Reactant: [CH2:1]([N:3]1[CH:7]=[N:6][N:5]=[C:4]1[C:8]1[CH:13]=[CH:12][N:11]=[CH:10][CH:9]=1)[CH3:2].[CH2:14]=[O:15]. Product: [NH3:3].[CH2:1]([N:3]1[C:4]([C:8]2[CH:13]=[CH:12][N:11]=[CH:10][CH:9]=2)=[N:5][N:6]=[C:7]1[CH2:14][OH:15])[CH3:2]. The catalyst class is: 4. (3) Reactant: [CH3:1][O:2][C:3]([C@@:5]1([NH:10]C(OC(C)(C)C)=O)[CH2:7][C@H:6]1[CH:8]=[CH2:9])=[O:4].[ClH:18].CO. Product: [ClH:18].[CH3:1][O:2][C:3]([C@@:5]1([NH2:10])[CH2:7][C@H:6]1[CH:8]=[CH2:9])=[O:4]. The catalyst class is: 12. (4) Reactant: [CH2:1]([N:8]1[CH2:13][CH2:12][N:11]([C:14]2([C:27]#N)[CH2:19][CH2:18][N:17]([C:20]([O:22][C:23]([CH3:26])([CH3:25])[CH3:24])=[O:21])[CH2:16][CH2:15]2)[CH2:10][C@@H:9]1[CH3:29])[C:2]1[CH:7]=[CH:6][CH:5]=[CH:4][CH:3]=1.C(=O)=O.C(#N)C.C[Mg]Br.C(OCC)(=O)C. The catalyst class is: 193. Product: [CH2:1]([N:8]1[CH2:13][CH2:12][N:11]([C:14]2([CH3:27])[CH2:19][CH2:18][N:17]([C:20]([O:22][C:23]([CH3:26])([CH3:25])[CH3:24])=[O:21])[CH2:16][CH2:15]2)[CH2:10][C@@H:9]1[CH3:29])[C:2]1[CH:3]=[CH:4][CH:5]=[CH:6][CH:7]=1. (5) Reactant: [Si:1]([O:8][CH2:9][CH2:10][CH2:11][NH:12][C:13](=[O:19])[O:14][C:15]([CH3:18])([CH3:17])[CH3:16])([C:4]([CH3:7])([CH3:6])[CH3:5])([CH3:3])[CH3:2].[H-].[Na+].CI.[CH3:24]COC(C)=O.CCCCCC. Product: [Si:1]([O:8][CH2:9][CH2:10][CH2:11][N:12]([CH3:24])[C:13](=[O:19])[O:14][C:15]([CH3:18])([CH3:17])[CH3:16])([C:4]([CH3:6])([CH3:7])[CH3:5])([CH3:3])[CH3:2]. The catalyst class is: 1.